The task is: Predict the product of the given reaction.. This data is from Forward reaction prediction with 1.9M reactions from USPTO patents (1976-2016). (1) Given the reactants O[CH2:2][C:3]1[N:7]([CH2:8][CH2:9][CH3:10])[CH:6]=[N:5][C:4]=1[CH3:11].S(Cl)([Cl:14])=O, predict the reaction product. The product is: [ClH:14].[Cl:14][CH2:2][C:3]1[N:7]([CH2:8][CH2:9][CH3:10])[CH:6]=[N:5][C:4]=1[CH3:11]. (2) The product is: [Cl:11][C:12]1[CH:13]=[C:14]([CH:22]=[CH:23][C:24]=1[Cl:25])[O:15][CH:16]1[CH2:21][CH2:20][N:19]([C:2]2[NH:3][C:4]3[CH:10]=[CH:9][CH:8]=[CH:7][C:5]=3[N:6]=2)[CH2:18][CH2:17]1. Given the reactants Cl[C:2]1[NH:3][C:4]2[CH:10]=[CH:9][CH:8]=[CH:7][C:5]=2[N:6]=1.[Cl:11][C:12]1[CH:13]=[C:14]([CH:22]=[CH:23][C:24]=1[Cl:25])[O:15][CH:16]1[CH2:21][CH2:20][NH:19][CH2:18][CH2:17]1, predict the reaction product. (3) Given the reactants [NH:1]1[CH2:6][CH2:5][CH:4]([OH:7])[CH2:3][CH2:2]1.[C:8](O[C:8]([O:10][C:11]([CH3:14])([CH3:13])[CH3:12])=[O:9])([O:10][C:11]([CH3:14])([CH3:13])[CH3:12])=[O:9], predict the reaction product. The product is: [OH:7][CH:4]1[CH2:5][CH2:6][N:1]([C:8]([O:10][C:11]([CH3:14])([CH3:13])[CH3:12])=[O:9])[CH2:2][CH2:3]1. (4) Given the reactants Cl[C:2]1[CH:7]=[C:6]([O:8][C:9]2[CH:14]=[C:13]([F:15])[C:12]([N+:16]([O-:18])=[O:17])=[CH:11][C:10]=2[F:19])[CH:5]=[CH:4][N:3]=1.[C:20]([NH2:24])(=[O:23])[CH2:21][CH3:22].C([O-])([O-])=O.[Cs+].[Cs+], predict the reaction product. The product is: [F:19][C:10]1[CH:11]=[C:12]([N+:16]([O-:18])=[O:17])[C:13]([F:15])=[CH:14][C:9]=1[O:8][C:6]1[CH:5]=[CH:4][N:3]=[C:2]([NH:24][C:20](=[O:23])[CH2:21][CH3:22])[CH:7]=1.